Dataset: Forward reaction prediction with 1.9M reactions from USPTO patents (1976-2016). Task: Predict the product of the given reaction. (1) The product is: [C:1]([O:7][C@H:8]([C@@H:30]([NH:38][C:39](=[O:58])[C@H:40]([CH2:54][C:55](=[O:57])[NH2:56])[NH:41][C:42]([C:44]1[CH:53]=[CH:52][C:51]2[C:46](=[CH:47][CH:48]=[CH:49][CH:50]=2)[N:45]=1)=[O:43])[CH2:31][C:32]1[CH:33]=[CH:34][CH:35]=[CH:36][CH:37]=1)[CH2:9][N:10]([CH2:23][C:24]1[CH:25]=[CH:26][CH:27]=[CH:28][CH:29]=1)[NH:11][C:12](=[O:22])[C@H:13]([CH:19]([CH3:20])[CH3:21])[NH:14][C:15]([O:17][CH3:18])=[O:16])(=[O:5])[CH2:2][CH2:3][CH3:4]. Given the reactants [C:1](Cl)(=[O:5])[CH2:2][CH2:3][CH3:4].[OH:7][C@H:8]([C@@H:30]([NH:38][C:39](=[O:58])[C@H:40]([CH2:54][C:55](=[O:57])[NH2:56])[NH:41][C:42]([C:44]1[CH:53]=[CH:52][C:51]2[C:46](=[CH:47][CH:48]=[CH:49][CH:50]=2)[N:45]=1)=[O:43])[CH2:31][C:32]1[CH:37]=[CH:36][CH:35]=[CH:34][CH:33]=1)[CH2:9][N:10]([CH2:23][C:24]1[CH:29]=[CH:28][CH:27]=[CH:26][CH:25]=1)[NH:11][C:12](=[O:22])[C@H:13]([CH:19]([CH3:21])[CH3:20])[NH:14][C:15]([O:17][CH3:18])=[O:16], predict the reaction product. (2) Given the reactants [C:1]([C:4]1[O:5][C:6]2[C:12]([O:13][CH3:14])=[CH:11][CH:10]=[C:9]([N+:15]([O-:17])=[O:16])[C:7]=2[CH:8]=1)(=[O:3])[CH3:2].[CH2:18](O)[CH2:19][OH:20].C1(C)C=CC(S(O)(=O)=O)=CC=1, predict the reaction product. The product is: [CH3:14][O:13][C:12]1[C:6]2[O:5][C:4]([C:1]3([CH3:2])[O:20][CH2:19][CH2:18][O:3]3)=[CH:8][C:7]=2[C:9]([N+:15]([O-:17])=[O:16])=[CH:10][CH:11]=1. (3) Given the reactants [Br:1][C:2]1[CH:7]=[CH:6][C:5]([O:8]C(C=C)C)=[C:4]([N+:13]([O-:15])=[O:14])[CH:3]=1, predict the reaction product. The product is: [Br:1][C:2]1[CH:3]=[C:4]([N+:13]([O-:15])=[O:14])[C:5]([OH:8])=[C:6]([CH2:7]/[CH:2]=[CH:3]/[CH3:4])[CH:7]=1. (4) The product is: [N:1]1([C:6]2[CH:11]=[C:10]([CH2:12][NH2:13])[CH:9]=[C:8]([C:14]3[CH:15]=[CH:16][C:17]([O:20][C:21]([F:24])([F:22])[F:23])=[CH:18][CH:19]=3)[N:7]=2)[CH2:5][CH2:4][CH2:3][CH2:2]1. Given the reactants [N:1]1([C:6]2[CH:11]=[C:10]([C:12]#[N:13])[CH:9]=[C:8]([C:14]3[CH:19]=[CH:18][C:17]([O:20][C:21]([F:24])([F:23])[F:22])=[CH:16][CH:15]=3)[N:7]=2)[CH2:5][CH2:4][CH2:3][CH2:2]1.[H-].[H-].[H-].[H-].[Li+].[Al+3], predict the reaction product. (5) Given the reactants N#N.Br[C:4]1[CH:9]=[C:8]([F:10])[C:7]([Br:11])=[CH:6][C:5]=1[F:12].[Li]CCCC.[C:18](=O)=[O:19].S(C)C, predict the reaction product. The product is: [Br:11][C:7]1[C:8]([F:10])=[CH:9][C:4]([CH2:18][OH:19])=[C:5]([F:12])[CH:6]=1. (6) Given the reactants F[C:2]1[CH:7]=[CH:6][C:5]([C:8]([F:11])([F:10])[F:9])=[CH:4][C:3]=1[N+:12]([O-])=O.[CH3:15][N:16]([CH3:22])[CH2:17][CH2:18][CH2:19][NH:20][CH3:21].C([O-])(O)=O.[Na+], predict the reaction product. The product is: [CH3:15][N:16]([CH3:22])[CH2:17][CH2:18][CH2:19][N:20]([CH3:21])[C:2]1[C:3]([NH2:12])=[CH:4][C:5]([C:8]([F:11])([F:10])[F:9])=[CH:6][CH:7]=1.